From a dataset of Peptide-MHC class I binding affinity with 185,985 pairs from IEDB/IMGT. Regression. Given a peptide amino acid sequence and an MHC pseudo amino acid sequence, predict their binding affinity value. This is MHC class I binding data. (1) The peptide sequence is RPRLHSISF. The MHC is HLA-B57:01 with pseudo-sequence HLA-B57:01. The binding affinity (normalized) is 0.0847. (2) The peptide sequence is YLIPFIWFV. The MHC is HLA-C15:02 with pseudo-sequence HLA-C15:02. The binding affinity (normalized) is 0.332. (3) The peptide sequence is LPAEVRAAF. The MHC is HLA-B15:42 with pseudo-sequence HLA-B15:42. The binding affinity (normalized) is 0.213. (4) The peptide sequence is FIRYRMHPM. The MHC is HLA-A32:01 with pseudo-sequence HLA-A32:01. The binding affinity (normalized) is 0.115. (5) The peptide sequence is SAEVAELYR. The MHC is Mamu-B8301 with pseudo-sequence Mamu-B8301. The binding affinity (normalized) is 0.616. (6) The peptide sequence is GGHGGSTFK. The MHC is HLA-A02:16 with pseudo-sequence HLA-A02:16. The binding affinity (normalized) is 0.0847.